From a dataset of Catalyst prediction with 721,799 reactions and 888 catalyst types from USPTO. Predict which catalyst facilitates the given reaction. Reactant: [C:1]([N:4]1[C:8]2=[N:9][C:10]3[N:11]([CH3:25])[C:12](=[O:24])[N:13]([CH2:17][CH2:18][CH2:19][CH2:20][C@@H:21]([OH:23])[CH3:22])[C:14](=[O:16])[C:15]=3[N:7]2[CH2:6][CH2:5]1)(=[O:3])[CH3:2].[CH3:26][S:27](O[S:27]([CH3:26])(=[O:29])=[O:28])(=[O:29])=[O:28].O. Product: [C:1]([N:4]1[C:8]2=[N:9][C:10]3[N:11]([CH3:25])[C:12](=[O:24])[N:13]([CH2:17][CH2:18][CH2:19][CH2:20][C@@H:21]([O:23][S:27]([CH3:26])(=[O:29])=[O:28])[CH3:22])[C:14](=[O:16])[C:15]=3[N:7]2[CH2:6][CH2:5]1)(=[O:3])[CH3:2]. The catalyst class is: 119.